Dataset: Catalyst prediction with 721,799 reactions and 888 catalyst types from USPTO. Task: Predict which catalyst facilitates the given reaction. (1) Reactant: Cl[C:2]1[CH:7]=[C:6]([C:8]2[CH:13]=[CH:12][C:11]([O:14][C:15]3[CH:20]=[CH:19][C:18]([F:21])=[CH:17][CH:16]=3)=[CH:10][CH:9]=2)[N:5]=[C:4]([C:22]([O:24][CH3:25])=[O:23])[N:3]=1.Cl.[NH2:27][C@@H:28]([CH3:33])[C:29]([O:31][CH3:32])=[O:30].CCN(C(C)C)C(C)C. Product: [F:21][C:18]1[CH:19]=[CH:20][C:15]([O:14][C:11]2[CH:12]=[CH:13][C:8]([C:6]3[CH:7]=[C:2]([NH:27][C@@H:28]([CH3:33])[C:29]([O:31][CH3:32])=[O:30])[N:3]=[C:4]([C:22]([O:24][CH3:25])=[O:23])[N:5]=3)=[CH:9][CH:10]=2)=[CH:16][CH:17]=1. The catalyst class is: 10. (2) Reactant: [N:1]#[C:2][NH2:3].[Na].[F:5][C:6]1[CH:16]=[CH:15][C:9]([O:10][CH2:11][CH:12]2[CH2:14][O:13]2)=[CH:8][CH:7]=1. Product: [F:5][C:6]1[CH:16]=[CH:15][C:9]([O:10][CH2:11][CH:12]2[O:13][C:2]([NH2:3])=[N:1][CH2:14]2)=[CH:8][CH:7]=1. The catalyst class is: 5. (3) Reactant: [OH-].[Na+].[Br:3][C:4]1[CH:5]=[C:6]([C:16]([O:18]CC)=O)[C:7]2[CH:12]=[N:11][N:10]([CH:13]([CH3:15])[CH3:14])[C:8]=2[N:9]=1.[NH2:21][CH2:22][C:23]1[C:24](=[O:31])[NH:25][C:26]([CH3:30])=[CH:27][C:28]=1[CH3:29].C1CN([P+](ON2N=NC3C=CC=CC2=3)(N2CCCC2)N2CCCC2)CC1.F[P-](F)(F)(F)(F)F. Product: [Br:3][C:4]1[CH:5]=[C:6]([C:16]([NH:21][CH2:22][C:23]2[C:24](=[O:31])[NH:25][C:26]([CH3:30])=[CH:27][C:28]=2[CH3:29])=[O:18])[C:7]2[CH:12]=[N:11][N:10]([CH:13]([CH3:14])[CH3:15])[C:8]=2[N:9]=1. The catalyst class is: 593. (4) Reactant: ClCCl.[CH3:4][C:5]1[S:9][C:8]2=[C:10]([NH2:14])[C:11]([CH3:13])=[N:12][N:7]2[CH:6]=1.[C:15](O[C:15]([O:17][C:18]([CH3:21])([CH3:20])[CH3:19])=[O:16])([O:17][C:18]([CH3:21])([CH3:20])[CH3:19])=[O:16].C(N(CC)CC)C. Product: [C:18]([O:17][C:15](=[O:16])[NH:14][C:10]1[C:11]([CH3:13])=[N:12][N:7]2[CH:6]=[C:5]([CH3:4])[S:9][C:8]=12)([CH3:21])([CH3:20])[CH3:19]. The catalyst class is: 6. (5) Reactant: [O:1]1[C:6]2[CH:7]=[CH:8][C:9]([C:11]3[C:16]([N:17]4[CH:21]=[CH:20][C:19]([N+:22]([O-:24])=[O:23])=[N:18]4)=[CH:15][CH:14]=[C:13]([C:25]([F:28])([F:27])[F:26])[C:12]=3[C:29](=[O:34])[C:30]([O:32][CH3:33])=[O:31])=[CH:10][C:5]=2[CH2:4][CH2:3][CH2:2]1.[BH4-].[Na+].O. Product: [O:1]1[C:6]2[CH:7]=[CH:8][C:9]([C:11]3[C:16]([N:17]4[CH:21]=[CH:20][C:19]([N+:22]([O-:24])=[O:23])=[N:18]4)=[CH:15][CH:14]=[C:13]([C:25]([F:26])([F:27])[F:28])[C:12]=3[CH:29]([OH:34])[C:30]([O:32][CH3:33])=[O:31])=[CH:10][C:5]=2[CH2:4][CH2:3][CH2:2]1. The catalyst class is: 5. (6) Reactant: [CH:1]([NH:4][CH2:5][C:6]1[CH:22]=[CH:21][CH:20]=[CH:19][C:7]=1[O:8][CH2:9][CH2:10][CH2:11][CH2:12][CH2:13][C:14]([O:16]CC)=[O:15])([CH3:3])[CH3:2].[CH:23]1([O:26][C:27]2[CH:35]=[CH:34][C:30]([C:31](O)=[O:32])=[CH:29][CH:28]=2)[CH2:25][CH2:24]1.CCN=C=NCCCN(C)C.Cl.C1C=CC2N(O)N=NC=2C=1.C(N(CC)CC)C. Product: [CH:23]1([O:26][C:27]2[CH:35]=[CH:34][C:30]([C:31]([N:4]([CH2:5][C:6]3[CH:22]=[CH:21][CH:20]=[CH:19][C:7]=3[O:8][CH2:9][CH2:10][CH2:11][CH2:12][CH2:13][C:14]([OH:16])=[O:15])[CH:1]([CH3:2])[CH3:3])=[O:32])=[CH:29][CH:28]=2)[CH2:24][CH2:25]1. The catalyst class is: 18. (7) Reactant: [CH:1]1([S:4][C:5]2[CH:10]=[CH:9][C:8]([N+:11]([O-:13])=[O:12])=[CH:7][C:6]=2[CH:14]2[CH:18]([C:19]([O:21][CH2:22][CH3:23])=[O:20])[CH2:17][CH2:16][NH:15]2)[CH2:3][CH2:2]1.CCN(CC)CC.[C:31](O[C:31]([O:33][C:34]([CH3:37])([CH3:36])[CH3:35])=[O:32])([O:33][C:34]([CH3:37])([CH3:36])[CH3:35])=[O:32]. Product: [CH:1]1([S:4][C:5]2[CH:10]=[CH:9][C:8]([N+:11]([O-:13])=[O:12])=[CH:7][C:6]=2[C@H:14]2[C@H:18]([C:19]([O:21][CH2:22][CH3:23])=[O:20])[CH2:17][CH2:16][N:15]2[C:31]([O:33][C:34]([CH3:37])([CH3:36])[CH3:35])=[O:32])[CH2:2][CH2:3]1. The catalyst class is: 1. (8) Reactant: [CH2:1]([N:3]([CH2:6][CH2:7][O:8][C:9]1[CH:16]=[CH:15][C:12]([CH:13]=O)=[CH:11][CH:10]=1)[CH2:4][CH3:5])[CH3:2].[NH3:17]. Product: [CH2:1]([N:3]([CH2:6][CH2:7][O:8][C:9]1[CH:16]=[CH:15][C:12]([CH2:13][NH2:17])=[CH:11][CH:10]=1)[CH2:4][CH3:5])[CH3:2]. The catalyst class is: 171. (9) Reactant: [C:1]([C:3]1[CH:8]=[CH:7][C:6]([N:9]2[C:13](=[O:14])[C:12]([CH3:16])([CH3:15])[N:11]([C:17]3[CH:30]=[CH:29][C:20]([O:21][CH2:22][C:23]4([C:26](O)=[O:27])[CH2:25][CH2:24]4)=[C:19]([F:31])[CH:18]=3)[C:10]2=[S:32])=[CH:5][C:4]=1[C:33]([F:36])([F:35])[F:34])#[N:2].CN.F[P-](F)(F)(F)(F)F.[N:46]1(OC(N(C)C)=[N+](C)C)[C:50]2N=CC=CC=2N=N1.C(N(CC)C(C)C)(C)C. Product: [C:1]([C:3]1[CH:8]=[CH:7][C:6]([N:9]2[C:13](=[O:14])[C:12]([CH3:16])([CH3:15])[N:11]([C:17]3[CH:30]=[CH:29][C:20]([O:21][CH2:22][C:23]4([C:26]([NH:46][CH3:50])=[O:27])[CH2:24][CH2:25]4)=[C:19]([F:31])[CH:18]=3)[C:10]2=[S:32])=[CH:5][C:4]=1[C:33]([F:34])([F:36])[F:35])#[N:2]. The catalyst class is: 217.